Dataset: Full USPTO retrosynthesis dataset with 1.9M reactions from patents (1976-2016). Task: Predict the reactants needed to synthesize the given product. Given the product [F:1][C:2]1[CH:7]=[CH:6][C:5]([CH2:8][N:9]([CH3:25])[CH2:10][CH2:11][C:12]2[CH:13]=[N:14][N:15]([C:17]3[CH:22]=[C:29]([C:28]([OH:26])=[O:30])[CH:20]=[CH:19][N:18]=3)[CH:16]=2)=[CH:4][CH:3]=1, predict the reactants needed to synthesize it. The reactants are: [F:1][C:2]1[CH:7]=[CH:6][C:5]([CH2:8][N:9]([CH3:25])[CH2:10][CH2:11][C:12]2[CH:13]=[N:14][N:15]([C:17]3[CH:22]=C(C#N)[CH:20]=[CH:19][N:18]=3)[CH:16]=2)=[CH:4][CH:3]=1.[OH-:26].[Na+].[CH2:28]([OH:30])[CH3:29].